This data is from Reaction yield outcomes from USPTO patents with 853,638 reactions. The task is: Predict the reaction yield, written as a fraction of the theoretical maximum amount of product (1.0 means a 100% yield; for example, 0.34 means a 34% yield). The yield is 0.190. The product is [C:3]([O:7][C:8]([N:10]1[CH2:11][CH2:12][N:13]([CH2:16][C:17]2[C:18]([O:29][C:30]([F:32])([F:33])[F:31])=[CH:19][C:20]([C:24]([O:26][CH2:27][CH3:28])=[O:25])=[C:21]([NH2:23])[C:22]=2[Br:1])[CH2:14][CH2:15]1)=[O:9])([CH3:4])([CH3:5])[CH3:6]. The reactants are [Br:1]Br.[C:3]([O:7][C:8]([N:10]1[CH2:15][CH2:14][N:13]([CH2:16][C:17]2[CH:22]=[C:21]([NH2:23])[C:20]([C:24]([O:26][CH2:27][CH3:28])=[O:25])=[CH:19][C:18]=2[O:29][C:30]([F:33])([F:32])[F:31])[CH2:12][CH2:11]1)=[O:9])([CH3:6])([CH3:5])[CH3:4].CC(OC(OC(OC(C)(C)C)=O)=O)(C)C. The catalyst is C(Cl)(Cl)Cl.C(OCC)(=O)C.[Fe].